From a dataset of Forward reaction prediction with 1.9M reactions from USPTO patents (1976-2016). Predict the product of the given reaction. (1) Given the reactants [Cl:1][C:2]1[CH:7]=[CH:6][C:5]([C:8]2[N:9]=[C:10]3[CH:15]=[CH:14][CH:13]=[CH:12][N:11]3[C:16]=2[CH2:17][N:18]2[CH2:22][C:21](OC)=[CH:20][C:19]2=[O:25])=[CH:4][CH:3]=1, predict the reaction product. The product is: [Cl:1][C:2]1[CH:7]=[CH:6][C:5]([C:8]2[N:9]=[C:10]3[CH:15]=[CH:14][CH:13]=[CH:12][N:11]3[C:16]=2[CH2:17][N:18]2[CH2:22][C:21]([NH:9][CH2:8][CH2:16][N:11]([CH3:12])[CH3:10])=[CH:20][C:19]2=[O:25])=[CH:4][CH:3]=1. (2) Given the reactants C[O-].[Na+:3].CO.[CH3:6][C:7]1[CH:8]=[N:9][C:10]([CH2:16][S+:17]([O-:29])[C:18]2[NH:19][C:20]3[CH:21]=[CH:22][C:23]([O:27][CH3:28])=[CH:24][C:25]=3[N:26]=2)=[C:11]([CH3:15])[C:12]=1[O:13][CH3:14], predict the reaction product. The product is: [CH3:6][C:7]1[CH:8]=[N:9][C:10]([CH2:16][S+:17]([O-:29])[C:18]2[N-:19][C:20]3[CH:21]=[CH:22][C:23]([O:27][CH3:28])=[CH:24][C:25]=3[N:26]=2)=[C:11]([CH3:15])[C:12]=1[O:13][CH3:14].[Na+:3]. (3) Given the reactants [C:1]([C:3]1([C:6]2[CH:7]=[C:8]([CH:21]=[CH:22][CH:23]=2)[C:9]([NH:11][C:12]2[CH:17]=[CH:16][C:15]([O:18][CH3:19])=[C:14]([OH:20])[CH:13]=2)=[O:10])[CH2:5][CH2:4]1)#[N:2].C(=O)([O-])[O-].[K+].[K+].F[C:31]1[CH:36]=[CH:35][C:34]([N+:37]([O-:39])=[O:38])=[CH:33][CH:32]=1.O, predict the reaction product. The product is: [C:1]([C:3]1([C:6]2[CH:7]=[C:8]([CH:21]=[CH:22][CH:23]=2)[C:9]([NH:11][C:12]2[CH:17]=[CH:16][C:15]([O:18][CH3:19])=[C:14]([O:20][C:31]3[CH:36]=[CH:35][C:34]([N+:37]([O-:39])=[O:38])=[CH:33][CH:32]=3)[CH:13]=2)=[O:10])[CH2:5][CH2:4]1)#[N:2]. (4) The product is: [CH3:22][O:21][C:18]1[CH:17]=[CH:16][C:15]([CH2:14][N:8]([CH2:7][C:6]2[CH:5]=[CH:4][C:3]([O:2][CH3:1])=[CH:24][CH:23]=2)[S:9]([C@@H:12]([C@@H:31]([CH3:30])[CH2:26][CH:27]=[CH2:28])[CH3:13])(=[O:11])=[O:10])=[CH:20][CH:19]=1.[CH3:22][O:21][C:18]1[CH:17]=[CH:16][C:15]([CH2:14][N:8]([CH2:7][C:6]2[CH:5]=[CH:4][C:3]([O:2][CH3:1])=[CH:24][CH:23]=2)[S:9]([C@H:12]([C@@H:31]([CH3:30])[CH2:26][CH:27]=[CH2:28])[CH3:13])(=[O:11])=[O:10])=[CH:20][CH:19]=1. Given the reactants [CH3:1][O:2][C:3]1[CH:24]=[CH:23][C:6]([CH2:7][N:8]([CH2:14][C:15]2[CH:20]=[CH:19][C:18]([O:21][CH3:22])=[CH:17][CH:16]=2)[S:9]([CH2:12][CH3:13])(=[O:11])=[O:10])=[CH:5][CH:4]=1.C[C:26]1[CH:31]=[CH:30]C(S(O[C@@H](CC=C)C)(=O)=O)=[CH:28][CH:27]=1, predict the reaction product. (5) The product is: [Br:11][C:7]1[CH:6]=[C:5]([C:3](=[O:4])[CH:2]([O:16][C:13](=[O:15])[CH3:14])[CH3:12])[CH:10]=[CH:9][CH:8]=1. Given the reactants Br[CH:2]([CH3:12])[C:3]([C:5]1[CH:10]=[CH:9][CH:8]=[C:7]([Br:11])[CH:6]=1)=[O:4].[C:13]([O-:16])(=[O:15])[CH3:14].[Na+], predict the reaction product. (6) Given the reactants O[C:2]1[CH:17]=[C:16]([OH:18])[CH:15]=[CH:14][C:3]=1[C:4]([C:6]1[CH:11]=[CH:10][C:9]([OH:12])=[CH:8][C:7]=1[OH:13])=O.C([O-])(=O)C.[Na+].C(O)(=O)C(O)=O.[CH2:30]([NH:32][NH2:33])[CH3:31], predict the reaction product. The product is: [CH2:30]([N:32]1[C:2]2[C:3](=[CH:14][CH:15]=[C:16]([OH:18])[CH:17]=2)[C:4]([C:6]2[CH:11]=[CH:10][C:9]([OH:12])=[CH:8][C:7]=2[OH:13])=[N:33]1)[CH3:31].